Task: Regression. Given two drug SMILES strings and cell line genomic features, predict the synergy score measuring deviation from expected non-interaction effect.. Dataset: NCI-60 drug combinations with 297,098 pairs across 59 cell lines (1) Drug 1: CCN(CC)CCCC(C)NC1=C2C=C(C=CC2=NC3=C1C=CC(=C3)Cl)OC. Drug 2: CC1C(C(CC(O1)OC2CC(CC3=C2C(=C4C(=C3O)C(=O)C5=CC=CC=C5C4=O)O)(C(=O)C)O)N)O. Cell line: PC-3. Synergy scores: CSS=51.0, Synergy_ZIP=-3.97, Synergy_Bliss=-4.59, Synergy_Loewe=-13.6, Synergy_HSA=-0.759. (2) Drug 1: COC1=CC(=CC(=C1O)OC)C2C3C(COC3=O)C(C4=CC5=C(C=C24)OCO5)OC6C(C(C7C(O6)COC(O7)C8=CC=CS8)O)O. Drug 2: C1CC(C1)(C(=O)O)C(=O)O.[NH2-].[NH2-].[Pt+2]. Cell line: EKVX. Synergy scores: CSS=20.6, Synergy_ZIP=-5.77, Synergy_Bliss=0.636, Synergy_Loewe=-20.2, Synergy_HSA=1.32. (3) Synergy scores: CSS=3.85, Synergy_ZIP=-1.54, Synergy_Bliss=-1.04, Synergy_Loewe=-0.356, Synergy_HSA=-0.324. Drug 1: CC(CN1CC(=O)NC(=O)C1)N2CC(=O)NC(=O)C2. Cell line: T-47D. Drug 2: C1C(C(OC1N2C=C(C(=O)NC2=O)F)CO)O. (4) Drug 2: CCC1(CC2CC(C3=C(CCN(C2)C1)C4=CC=CC=C4N3)(C5=C(C=C6C(=C5)C78CCN9C7C(C=CC9)(C(C(C8N6C)(C(=O)OC)O)OC(=O)C)CC)OC)C(=O)OC)O.OS(=O)(=O)O. Synergy scores: CSS=0.542, Synergy_ZIP=4.76, Synergy_Bliss=11.3, Synergy_Loewe=4.24, Synergy_HSA=4.46. Cell line: NCI/ADR-RES. Drug 1: C1=NC(=NC(=O)N1C2C(C(C(O2)CO)O)O)N.